From a dataset of Full USPTO retrosynthesis dataset with 1.9M reactions from patents (1976-2016). Predict the reactants needed to synthesize the given product. (1) Given the product [Cl:3][C:4]1[CH:5]=[CH:6][C:7]([CH3:26])=[C:8]([C:10]2[N:11]([CH2:37][O:36][CH2:35][CH2:34][Si:28]([CH3:30])([CH3:29])[CH3:27])[C:12]([C:18]3[CH:23]=[CH:22][N:21]=[C:20]([NH:24][CH3:25])[N:19]=3)=[CH:13][C:14]=2[C:15]([NH2:17])=[O:16])[CH:9]=1, predict the reactants needed to synthesize it. The reactants are: [H-].[Na+].[Cl:3][C:4]1[CH:5]=[CH:6][C:7]([CH3:26])=[C:8]([C:10]2[NH:11][C:12]([C:18]3[CH:23]=[CH:22][N:21]=[C:20]([NH:24][CH3:25])[N:19]=3)=[CH:13][C:14]=2[C:15]([NH2:17])=[O:16])[CH:9]=1.[CH3:27][SiH:28]([CH3:30])[CH3:29].[Na+].[Cl-].C1[CH2:37][O:36][CH2:35][CH2:34]1. (2) The reactants are: CCN(C(C)C)C(C)C.Cl[C:11]1[C:21]([C:22]#[N:23])=[CH:20][C:14]([C:15]([O:17][CH2:18][CH3:19])=[O:16])=[C:13]([CH3:24])[N:12]=1.Cl.[CH3:26][CH:27]1[CH:32]([C:33]([OH:35])=[O:34])[CH2:31][CH2:30][NH:29][CH2:28]1. Given the product [C:22]([C:21]1[C:11]([N:29]2[CH2:30][CH2:31][CH:32]([C:33]([OH:35])=[O:34])[CH:27]([CH3:26])[CH2:28]2)=[N:12][C:13]([CH3:24])=[C:14]([C:15]([O:17][CH2:18][CH3:19])=[O:16])[CH:20]=1)#[N:23], predict the reactants needed to synthesize it. (3) Given the product [ClH:1].[Cl:1][C:2]1[CH:7]=[CH:6][C:5]([C:8]2([CH:12]3[C:21]4[C:16](=[CH:17][CH:18]=[C:19]([O:22][CH2:23][CH2:24][CH2:25][S:26]([NH:29][CH2:30][CH2:31][CH3:32])(=[O:27])=[O:28])[CH:20]=4)[CH2:15][CH2:14][NH:13]3)[CH2:9][CH2:10][CH2:11]2)=[CH:4][CH:3]=1, predict the reactants needed to synthesize it. The reactants are: [Cl:1][C:2]1[CH:7]=[CH:6][C:5]([C:8]2([C:12]3[C:21]4[C:16](=[CH:17][CH:18]=[C:19]([O:22][CH2:23][CH2:24][CH2:25][S:26]([NH:29][CH2:30][CH2:31][CH3:32])(=[O:28])=[O:27])[CH:20]=4)[CH2:15][CH2:14][N:13]=3)[CH2:11][CH2:10][CH2:9]2)=[CH:4][CH:3]=1.[BH4-].[Na+].Cl. (4) Given the product [CH3:15][C:16]1[CH:17]=[C:18]([C:2]2[N:7]=[N:6][C:5]([NH2:8])=[N:4][C:3]=2[C:9]2[CH:14]=[CH:13][CH:12]=[CH:11][CH:10]=2)[CH:19]=[CH:20][C:21]=1[CH3:22], predict the reactants needed to synthesize it. The reactants are: Br[C:2]1[N:7]=[N:6][C:5]([NH2:8])=[N:4][C:3]=1[C:9]1[CH:14]=[CH:13][CH:12]=[CH:11][CH:10]=1.[CH3:15][C:16]1[CH:17]=[C:18](B(O)O)[CH:19]=[CH:20][C:21]=1[CH3:22].